The task is: Predict which catalyst facilitates the given reaction.. This data is from Catalyst prediction with 721,799 reactions and 888 catalyst types from USPTO. (1) Reactant: [CH3:1][C:2]1[CH:30]=[CH:29][C:5]([CH2:6][N:7]2[CH:11]=[C:10]([CH2:12][CH2:13][O:14]S(C3C=CC(C)=CC=3)(=O)=O)[N:9]([CH2:25][CH2:26][CH3:27])[C:8]2=[O:28])=[CH:4][CH:3]=1.[CH2:31]([O:33][C:34](=[O:47])[C:35]([O:45][CH3:46])([CH3:44])[CH2:36][C:37]1[CH:42]=[CH:41][C:40](O)=[CH:39][CH:38]=1)[CH3:32].C([O-])([O-])=O.[K+].[K+]. Product: [CH2:31]([O:33][C:34](=[O:47])[C:35]([O:45][CH3:46])([CH3:44])[CH2:36][C:37]1[CH:42]=[CH:41][C:40]([O:14][CH2:13][CH2:12][C:10]2[N:9]([CH2:25][CH2:26][CH3:27])[C:8](=[O:28])[N:7]([CH2:6][C:5]3[CH:4]=[CH:3][C:2]([CH3:1])=[CH:30][CH:29]=3)[CH:11]=2)=[CH:39][CH:38]=1)[CH3:32]. The catalyst class is: 88. (2) Reactant: C[Si](C)(C)[C:3]#[C:4]/[CH:5]=[CH:6]\[C:7]1[CH:12]=[CH:11][CH:10]=[CH:9][N:8]=1.[F-].[Cs+].[CH2:17]([OH:22])[CH2:18][CH2:19][CH2:20][CH3:21]. Product: [CH2:17]([O:22][CH2:3][C:4]1[N:8]2[C:7]([CH:12]=[CH:11][CH:10]=[CH:9]2)=[CH:6][CH:5]=1)[CH2:18][CH2:19][CH2:20][CH3:21]. The catalyst class is: 24. (3) Reactant: Cl[C:2]1[C:3]([N:12]2[CH2:17][CH2:16][N:15]([C:18]([NH:20][C:21]3[CH:26]=[CH:25][CH:24]=[C:23]([F:27])[CH:22]=3)=[O:19])[CH2:14][CH:13]2[C:28]2[CH:33]=[CH:32][CH:31]=[CH:30][CH:29]=2)=[N:4][C:5]2[C:10]([N:11]=1)=[CH:9][CH:8]=[CH:7][CH:6]=2.[C-:34]#[N:35].[Na+]. Product: [C:34]([C:2]1[C:3]([N:12]2[CH2:17][CH2:16][N:15]([C:18]([NH:20][C:21]3[CH:26]=[CH:25][CH:24]=[C:23]([F:27])[CH:22]=3)=[O:19])[CH2:14][CH:13]2[C:28]2[CH:33]=[CH:32][CH:31]=[CH:30][CH:29]=2)=[N:4][C:5]2[C:10]([N:11]=1)=[CH:9][CH:8]=[CH:7][CH:6]=2)#[N:35]. The catalyst class is: 3. (4) Reactant: [NH2:1][CH2:2][CH2:3][CH2:4][N:5]([CH:14]([C:18]1[N:19]([CH2:28][C:29]2[CH:34]=[CH:33][CH:32]=[CH:31][CH:30]=2)[C:20]2[C:25]([CH:26]=1)=[CH:24][C:23]([Cl:27])=[CH:22][CH:21]=2)[CH:15]([CH3:17])[CH3:16])[C:6](=[O:13])[C:7]1[CH:12]=[CH:11][CH:10]=[CH:9][CH:8]=1.CCN([CH2:40][CH3:41])CC.[C:42]1(C)[CH:47]=C[C:45]([C:48](Cl)=[O:49])=[CH:44][CH:43]=1.[OH2:52]. Product: [CH2:28]([N:19]1[C:20]2[C:25](=[CH:24][C:23]([Cl:27])=[CH:22][CH:21]=2)[CH:26]=[C:18]1[CH:14]([N:5]([CH2:4][CH2:3][CH2:2][N:1]1[C:40](=[O:52])[C:41]2[C:45](=[CH:44][CH:43]=[CH:42][CH:47]=2)[C:48]1=[O:49])[C:6](=[O:13])[C:7]1[CH:12]=[CH:11][CH:10]=[CH:9][CH:8]=1)[CH:15]([CH3:17])[CH3:16])[C:29]1[CH:30]=[CH:31][CH:32]=[CH:33][CH:34]=1. The catalyst class is: 64. (5) Reactant: [CH3:1][O:2][C:3]1[CH:8]=[CH:7][CH:6]=[CH:5][C:4]=1[CH2:9][C:10](=O)[CH3:11].[C:13]1([C@H:19]([NH2:21])[CH3:20])[CH:18]=[CH:17][CH:16]=[CH:15][CH:14]=1.C(O)=O. Product: [CH3:1][O:2][C:3]1[CH:8]=[CH:7][CH:6]=[CH:5][C:4]=1[CH2:9][C@H:10]([NH:21][C@@H:19]([C:13]1[CH:18]=[CH:17][CH:16]=[CH:15][CH:14]=1)[CH3:20])[CH3:11]. The catalyst class is: 5.